Dataset: Catalyst prediction with 721,799 reactions and 888 catalyst types from USPTO. Task: Predict which catalyst facilitates the given reaction. (1) Reactant: [CH2:1]([O:8][C:9]1[CH:14]=[CH:13][C:12]([CH2:15][N:16]([CH2:27][C:28]2[CH:33]=[CH:32][C:31]([F:34])=[CH:30][CH:29]=2)[CH2:17][C:18]2[NH:19][CH:20]=[C:21]([C:23]([F:26])([F:25])[F:24])[N:22]=2)=[CH:11][CH:10]=1)[C:2]1[CH:7]=[CH:6][CH:5]=[CH:4][CH:3]=1.[CH3:35][O-].[Na+]. Product: [CH2:1]([O:8][C:9]1[CH:10]=[CH:11][C:12]([CH2:15][N:16]([CH2:27][C:28]2[CH:29]=[CH:30][C:31]([F:34])=[CH:32][CH:33]=2)[CH2:17][C:18]2[N:19]([CH3:35])[CH:20]=[C:21]([C:23]([F:25])([F:26])[F:24])[N:22]=2)=[CH:13][CH:14]=1)[C:2]1[CH:3]=[CH:4][CH:5]=[CH:6][CH:7]=1. The catalyst class is: 5. (2) Reactant: [Cl:1][C:2]1[N:3]=[C:4]([C:9]([NH:11][C:12]2[CH:17]=[CH:16][C:15]([C:18]3[S:19][C:20]([C:23]([O:25]CC)=[O:24])=[CH:21][N:22]=3)=[CH:14][CH:13]=2)=[O:10])[NH:5][C:6]=1[CH2:7][CH3:8].[OH-].[Li+]. Product: [Cl:1][C:2]1[N:3]=[C:4]([C:9]([NH:11][C:12]2[CH:17]=[CH:16][C:15]([C:18]3[S:19][C:20]([C:23]([OH:25])=[O:24])=[CH:21][N:22]=3)=[CH:14][CH:13]=2)=[O:10])[NH:5][C:6]=1[CH2:7][CH3:8]. The catalyst class is: 138.